Dataset: Reaction yield outcomes from USPTO patents with 853,638 reactions. Task: Predict the reaction yield, written as a fraction of the theoretical maximum amount of product (1.0 means a 100% yield; for example, 0.34 means a 34% yield). (1) The reactants are [Cl:1][C:2]1[CH:11]=[C:10]([C:12]2[CH:13]=[N:14][C:15]3[N:16]([C:18]([CH2:21][C:22]4[CH:23]=[C:24]5[C:29](=[CH:30][CH:31]=4)[N:28]=[CH:27][CH:26]=[CH:25]5)=[CH:19][N:20]=3)[N:17]=2)[CH:9]=[CH:8][C:3]=1[C:4]([O:6]C)=[O:5].[OH-].[Li+]. The catalyst is O1CCCC1.CO.O. The product is [Cl:1][C:2]1[CH:11]=[C:10]([C:12]2[CH:13]=[N:14][C:15]3[N:16]([C:18]([CH2:21][C:22]4[CH:23]=[C:24]5[C:29](=[CH:30][CH:31]=4)[N:28]=[CH:27][CH:26]=[CH:25]5)=[CH:19][N:20]=3)[N:17]=2)[CH:9]=[CH:8][C:3]=1[C:4]([OH:6])=[O:5]. The yield is 0.600. (2) The reactants are [C:1]([C:9]1[CH:14]=[CH:13][CH:12]=[CH:11][C:10]=1[NH:15][C@@H:16]([CH2:22][C:23]1[CH:28]=[CH:27][C:26]([C:29]2[CH:34]=[CH:33][CH:32]=[C:31]([N:35]([CH3:46])[C:36]([NH:38][CH2:39][CH2:40][CH2:41][CH2:42][CH2:43][CH2:44]C)=[O:37])[CH:30]=2)=[CH:25][CH:24]=1)[C:17]([O:19][CH2:20][CH3:21])=[O:18])(=[O:8])[C:2]1[CH:7]=[CH:6][CH:5]=[CH:4][CH:3]=1.C(C1C=CC=C[C:56]=1[NH:61][C@@H:62](CC1C=CC(C2C=CC=C(NC)C=2)=CC=1)C(OCC)=O)(=O)C1C=CC=CC=1.C(N(CC)C1C=CC(N=C=O)=CC=1)C. No catalyst specified. The product is [C:1]([C:9]1[CH:14]=[CH:13][CH:12]=[CH:11][C:10]=1[NH:15][C@@H:16]([CH2:22][C:23]1[CH:24]=[CH:25][C:26]([C:29]2[CH:34]=[CH:33][CH:32]=[C:31]([N:35]([CH3:46])[C:36]([NH:38][C:39]3[CH:40]=[CH:41][C:42]([N:61]([CH3:62])[CH3:56])=[CH:43][CH:44]=3)=[O:37])[CH:30]=2)=[CH:27][CH:28]=1)[C:17]([O:19][CH2:20][CH3:21])=[O:18])(=[O:8])[C:2]1[CH:3]=[CH:4][CH:5]=[CH:6][CH:7]=1. The yield is 0.750.